Dataset: Full USPTO retrosynthesis dataset with 1.9M reactions from patents (1976-2016). Task: Predict the reactants needed to synthesize the given product. Given the product [CH2:9]([NH:16][C:18]1[CH:25]=[CH:24][CH:23]=[CH:22][C:19]=1[CH2:20][OH:21])[C:10]1[CH:15]=[CH:14][CH:13]=[CH:12][CH:11]=1, predict the reactants needed to synthesize it. The reactants are: [O-]P([O-])([O-])=O.[K+].[K+].[K+].[CH2:9]([NH2:16])[C:10]1[CH:15]=[CH:14][CH:13]=[CH:12][CH:11]=1.I[C:18]1[CH:25]=[CH:24][CH:23]=[CH:22][C:19]=1[CH2:20][OH:21].C(O)CO.